Dataset: NCI-60 drug combinations with 297,098 pairs across 59 cell lines. Task: Regression. Given two drug SMILES strings and cell line genomic features, predict the synergy score measuring deviation from expected non-interaction effect. (1) Drug 1: CCC1=C2CN3C(=CC4=C(C3=O)COC(=O)C4(CC)O)C2=NC5=C1C=C(C=C5)O. Drug 2: C1CC(=O)NC(=O)C1N2C(=O)C3=CC=CC=C3C2=O. Cell line: HT29. Synergy scores: CSS=13.6, Synergy_ZIP=-5.02, Synergy_Bliss=-0.0485, Synergy_Loewe=-20.5, Synergy_HSA=-0.821. (2) Drug 1: C1=CN(C=N1)CC(O)(P(=O)(O)O)P(=O)(O)O. Drug 2: CC1=C(N=C(N=C1N)C(CC(=O)N)NCC(C(=O)N)N)C(=O)NC(C(C2=CN=CN2)OC3C(C(C(C(O3)CO)O)O)OC4C(C(C(C(O4)CO)O)OC(=O)N)O)C(=O)NC(C)C(C(C)C(=O)NC(C(C)O)C(=O)NCCC5=NC(=CS5)C6=NC(=CS6)C(=O)NCCC[S+](C)C)O. Cell line: UACC-257. Synergy scores: CSS=4.11, Synergy_ZIP=-0.680, Synergy_Bliss=2.09, Synergy_Loewe=-3.98, Synergy_HSA=-2.04. (3) Drug 1: C1C(C(OC1N2C=C(C(=O)NC2=O)F)CO)O. Drug 2: C(CN)CNCCSP(=O)(O)O. Cell line: CAKI-1. Synergy scores: CSS=5.60, Synergy_ZIP=-2.57, Synergy_Bliss=0.101, Synergy_Loewe=-8.46, Synergy_HSA=-1.34. (4) Drug 1: C1=NNC2=C1C(=O)NC=N2. Drug 2: C1CNP(=O)(OC1)N(CCCl)CCCl. Cell line: HCC-2998. Synergy scores: CSS=4.36, Synergy_ZIP=-0.874, Synergy_Bliss=-0.287, Synergy_Loewe=0.0576, Synergy_HSA=0.198. (5) Drug 1: CC1C(C(CC(O1)OC2CC(CC3=C2C(=C4C(=C3O)C(=O)C5=C(C4=O)C(=CC=C5)OC)O)(C(=O)C)O)N)O.Cl. Drug 2: CC1=CC2C(CCC3(C2CCC3(C(=O)C)OC(=O)C)C)C4(C1=CC(=O)CC4)C. Cell line: K-562. Synergy scores: CSS=40.1, Synergy_ZIP=11.0, Synergy_Bliss=10.3, Synergy_Loewe=-14.2, Synergy_HSA=9.16. (6) Drug 1: C1CC(=O)NC(=O)C1N2CC3=C(C2=O)C=CC=C3N. Drug 2: C1=NC2=C(N=C(N=C2N1C3C(C(C(O3)CO)O)F)Cl)N. Cell line: 786-0. Synergy scores: CSS=17.4, Synergy_ZIP=-5.33, Synergy_Bliss=-9.84, Synergy_Loewe=-28.0, Synergy_HSA=-8.77. (7) Drug 1: CC1OCC2C(O1)C(C(C(O2)OC3C4COC(=O)C4C(C5=CC6=C(C=C35)OCO6)C7=CC(=C(C(=C7)OC)O)OC)O)O. Drug 2: CNC(=O)C1=NC=CC(=C1)OC2=CC=C(C=C2)NC(=O)NC3=CC(=C(C=C3)Cl)C(F)(F)F. Cell line: K-562. Synergy scores: CSS=69.0, Synergy_ZIP=-5.74, Synergy_Bliss=-4.06, Synergy_Loewe=-2.69, Synergy_HSA=-1.83. (8) Drug 1: C1=CC=C(C=C1)NC(=O)CCCCCCC(=O)NO. Drug 2: B(C(CC(C)C)NC(=O)C(CC1=CC=CC=C1)NC(=O)C2=NC=CN=C2)(O)O. Cell line: COLO 205. Synergy scores: CSS=59.7, Synergy_ZIP=0.546, Synergy_Bliss=1.66, Synergy_Loewe=-9.79, Synergy_HSA=4.28. (9) Drug 1: C1=CC(=CC=C1CCC2=CNC3=C2C(=O)NC(=N3)N)C(=O)NC(CCC(=O)O)C(=O)O. Drug 2: CC1=C(C(=O)C2=C(C1=O)N3CC4C(C3(C2COC(=O)N)OC)N4)N. Cell line: BT-549. Synergy scores: CSS=29.3, Synergy_ZIP=-0.306, Synergy_Bliss=2.89, Synergy_Loewe=8.26, Synergy_HSA=9.37.